From a dataset of Forward reaction prediction with 1.9M reactions from USPTO patents (1976-2016). Predict the product of the given reaction. (1) The product is: [F:1][C:2]1[CH:7]=[CH:6][C:5]([N:8]2[CH2:13][CH2:12][N:11]([S:14]([C:17]3[S:21][C:20]([CH:22]4[CH2:27][CH2:26][NH:25][CH2:24][CH2:23]4)=[CH:19][CH:18]=3)(=[O:16])=[O:15])[C@H:10]([CH3:35])[CH2:9]2)=[C:4]([C:36]([F:38])([F:37])[F:39])[CH:3]=1. Given the reactants [F:1][C:2]1[CH:7]=[CH:6][C:5]([N:8]2[CH2:13][CH2:12][N:11]([S:14]([C:17]3[S:21][C:20]([CH:22]4[CH2:27][CH2:26][N:25](C(OC(C)(C)C)=O)[CH2:24][CH2:23]4)=[CH:19][CH:18]=3)(=[O:16])=[O:15])[C@H:10]([CH3:35])[CH2:9]2)=[C:4]([C:36]([F:39])([F:38])[F:37])[CH:3]=1, predict the reaction product. (2) Given the reactants [NH2:1][CH2:2][C@H:3]1[O:7][C:6](=[O:8])[N:5]([CH2:9][C@@H:10]2[C@H:13]([NH:14][C:15](=[O:31])/[C:16](=[N:23]\[O:24][C:25]([CH3:30])([CH3:29])[C:26]([OH:28])=[O:27])/[C:17]3[N:18]=[C:19]([NH2:22])[S:20][CH:21]=3)[C:12](=[O:32])[N:11]2[S:33]([OH:36])(=[O:35])=[O:34])[CH2:4]1.Cl.[N:38]1([C:43](N)=[NH:44])C=CC=N1.CCN(C(C)C)C(C)C, predict the reaction product. The product is: [NH2:22][C:19]1[S:20][CH:21]=[C:17](/[C:16](=[N:23]/[O:24][C:25]([CH3:29])([CH3:30])[C:26]([OH:28])=[O:27])/[C:15]([NH:14][C@@H:13]2[C:12](=[O:32])[N:11]([S:33]([OH:36])(=[O:34])=[O:35])[C@@H:10]2[CH2:9][N:5]2[CH2:4][C@@H:3]([CH2:2][NH:1][C:43]([NH2:44])=[NH:38])[O:7][C:6]2=[O:8])=[O:31])[N:18]=1. (3) Given the reactants [Cl:1][C:2]1[CH:3]=[CH:4][C:5]([C:23]#[N:24])=[C:6]([C:8]2[C:13]([O:14][CH3:15])=[CH:12][N:11]([CH:16]([CH2:20][CH3:21])[C:17]([OH:19])=O)[C:10](=[O:22])[CH:9]=2)[CH:7]=1.[NH2:25][C:26]1[CH:31]=[CH:30][C:29]([C:32]2[NH:33][C:34]([C:37]([F:46])([F:45])[C:38]([F:44])([F:43])[C:39]([O:41][CH3:42])=[O:40])=[N:35][N:36]=2)=[CH:28][CH:27]=1, predict the reaction product. The product is: [Cl:1][C:2]1[CH:3]=[CH:4][C:5]([C:23]#[N:24])=[C:6]([C:8]2[C:13]([O:14][CH3:15])=[CH:12][N:11]([CH:16]([CH2:20][CH3:21])[C:17]([NH:25][C:26]3[CH:27]=[CH:28][C:29]([C:32]4[NH:33][C:34]([C:37]([F:46])([F:45])[C:38]([F:44])([F:43])[C:39]([O:41][CH3:42])=[O:40])=[N:35][N:36]=4)=[CH:30][CH:31]=3)=[O:19])[C:10](=[O:22])[CH:9]=2)[CH:7]=1. (4) Given the reactants [CH:1]([O:4][C:5]1[C:10]([O:11][CH3:12])=[CH:9][C:8]([C:13]2[CH:18]=[CH:17][C:16]([N:19]([CH3:44])[CH2:20][CH2:21][N:22]([C:24]3[CH:25]=[CH:26][C:27]([C:30]4[CH:35]=[C:34]([O:36][CH3:37])[C:33]([O:38][CH:39]([CH3:41])[CH3:40])=[C:32]([O:42][CH3:43])[CH:31]=4)=[N:28][CH:29]=3)[CH3:23])=[CH:15][N:14]=2)=[CH:7][C:6]=1[O:45][CH3:46])([CH3:3])[CH3:2].[CH3:47][S:48]([OH:51])(=[O:50])=[O:49], predict the reaction product. The product is: [CH3:47][S:48]([OH:51])(=[O:50])=[O:49].[CH3:47][S:48]([OH:51])(=[O:50])=[O:49].[CH:39]([O:38][C:33]1[C:34]([O:36][CH3:37])=[CH:35][C:30]([C:27]2[CH:26]=[CH:25][C:24]([N:22]([CH3:23])[CH2:21][CH2:20][N:19]([C:16]3[CH:17]=[CH:18][C:13]([C:8]4[CH:9]=[C:10]([O:11][CH3:12])[C:5]([O:4][CH:1]([CH3:2])[CH3:3])=[C:6]([O:45][CH3:46])[CH:7]=4)=[N:14][CH:15]=3)[CH3:44])=[CH:29][N:28]=2)=[CH:31][C:32]=1[O:42][CH3:43])([CH3:41])[CH3:40].